From a dataset of Cav3 T-type calcium channel HTS with 100,875 compounds. Binary Classification. Given a drug SMILES string, predict its activity (active/inactive) in a high-throughput screening assay against a specified biological target. (1) The drug is Brc1sc(C=2N=c3n([nH]cn3)C(c3c(OC)c(OC)ccc3)C2)cc1. The result is 0 (inactive). (2) The drug is S(c1nc2[nH]c3c(c2nn1)cc(OC)cc3)CC(=O)Nc1cc2OCOc2cc1. The result is 0 (inactive). (3) The drug is S(c1n(Cc2cc3OCOc3cc2)c(=O)c2c(n1)cc1OCOc1c2)CC(=O)N(CC)CC. The result is 0 (inactive). (4) The molecule is S(P1(=S)OCCCN1)CCCC. The result is 0 (inactive). (5) The drug is S(=O)(=O)(N(C)C)c1cc2nc(n(c2cc1)C)CCC(=O)NCC1CCCCC1. The result is 0 (inactive). (6) The drug is Clc1cc(N2C(=O)C3C(ON=C3c3c(OC)c(OC)ccc3)C2=O)c(OC)cc1. The result is 0 (inactive). (7) The compound is O=C(N1CCN(CC1)C)c1c2c(nc(c1)c1ccc(OCC)cc1)cccc2. The result is 0 (inactive). (8) The compound is O=C(Nc1cc(ccc1)C(=O)c1ccccc1)C1CC1. The result is 0 (inactive). (9) The molecule is Fc1cc2nc(n(C3CCN(CC3)Cc3n(nnn3)CCc3ccccc3)c2cc1)C. The result is 0 (inactive).